This data is from Full USPTO retrosynthesis dataset with 1.9M reactions from patents (1976-2016). The task is: Predict the reactants needed to synthesize the given product. (1) Given the product [Br:1][C:2]1[C:3]([C:12]([F:13])([F:15])[F:14])=[C:4]2[C:8](=[CH:9][CH:10]=1)[N:7]([CH2:17][CH:18]1[CH2:20][CH2:19]1)[C:6]([CH3:11])=[CH:5]2, predict the reactants needed to synthesize it. The reactants are: [Br:1][C:2]1[C:3]([C:12]([F:15])([F:14])[F:13])=[C:4]2[C:8](=[CH:9][CH:10]=1)[NH:7][C:6]([CH3:11])=[CH:5]2.Br[CH2:17][CH:18]1[CH2:20][CH2:19]1. (2) Given the product [N:1]([C@@H:4]([C@@H:31]([C:39]1[CH:40]=[CH:41][C:42]([Cl:45])=[CH:43][CH:44]=1)[C:32]1[CH:37]=[CH:36][CH:35]=[C:34]([F:38])[CH:33]=1)[C:5]([NH:7][C:8]1[CH:9]=[N:10][CH:11]=[C:12]([F:30])[C:13]=1[CH2:14][CH2:15][C@H:16]([NH:23][S:24]([CH:27]1[CH2:28][CH2:29]1)(=[O:26])=[O:25])[CH2:17][N:18]([CH2:19][C@H:20]([OH:22])[CH3:21])[C:46](=[O:47])[O:48][C:49]([CH3:52])([CH3:51])[CH3:50])=[O:6])=[N+:2]=[N-:3], predict the reactants needed to synthesize it. The reactants are: [N:1]([C@@H:4]([C@@H:31]([C:39]1[CH:44]=[CH:43][C:42]([Cl:45])=[CH:41][CH:40]=1)[C:32]1[CH:37]=[CH:36][CH:35]=[C:34]([F:38])[CH:33]=1)[C:5]([NH:7][C:8]1[CH:9]=[N:10][CH:11]=[C:12]([F:30])[C:13]=1[CH2:14][CH2:15][C@H:16]([NH:23][S:24]([CH:27]1[CH2:29][CH2:28]1)(=[O:26])=[O:25])[CH2:17][NH:18][CH2:19][C@H:20]([OH:22])[CH3:21])=[O:6])=[N+:2]=[N-:3].[C:46](O[C:46]([O:48][C:49]([CH3:52])([CH3:51])[CH3:50])=[O:47])([O:48][C:49]([CH3:52])([CH3:51])[CH3:50])=[O:47].C(N(CC)CC)C. (3) Given the product [F:21][C:18]1[CH:17]=[C:16]([F:22])[CH:15]=[CH:20][C:19]=1[N:10]1[CH2:11][CH2:12][N:8]([C:3]2[CH:4]=[N:5][CH:6]=[CH:7][C:2]=2[CH3:1])[C:9]1=[O:13], predict the reactants needed to synthesize it. The reactants are: [CH3:1][C:2]1[CH:7]=[CH:6][N:5]=[CH:4][C:3]=1[N:8]1[CH2:12][CH2:11][NH:10][C:9]1=[O:13].Br[C:15]1[CH:20]=[CH:19][C:18]([F:21])=[CH:17][C:16]=1[F:22].N[C@@H]1CCCC[C@H]1N.P([O-])([O-])([O-])=O.[K+].[K+].[K+]. (4) Given the product [CH2:11]([O:15][C:4]1[CH:9]=[C:8]([O:21][CH2:20][CH:19]([CH3:22])[CH3:18])[N:7]=[CH:6][N:5]=1)[C:12]#[C:13][CH3:14], predict the reactants needed to synthesize it. The reactants are: [H-].[Na+].Cl[C:4]1[CH:9]=[C:8](Cl)[N:7]=[CH:6][N:5]=1.[CH2:11]([OH:15])[C:12]#[C:13][CH3:14].[Cl-].[NH4+].[CH3:18][CH:19]([CH3:22])[CH2:20][OH:21]. (5) Given the product [O:15]=[C:14]1[CH2:19][CH2:20][C:11]([CH2:21][C:22]#[N:23])([N:10]2[C:6]3[CH:5]=[CH:4][NH:3][C:2](=[O:1])[C:7]=3[C:8]([NH:24][C:25]3[CH:30]=[CH:29][C:28]([C:31]([F:33])([F:34])[F:32])=[CH:27][CH:26]=3)=[N:9]2)[CH2:12][CH2:13]1, predict the reactants needed to synthesize it. The reactants are: [O:1]=[C:2]1[C:7]2[C:8]([NH:24][C:25]3[CH:30]=[CH:29][C:28]([C:31]([F:34])([F:33])[F:32])=[CH:27][CH:26]=3)=[N:9][N:10]([C:11]3([CH2:21][C:22]#[N:23])[CH2:20][CH2:19][C:14]4(OCC[O:15]4)[CH2:13][CH2:12]3)[C:6]=2[CH:5]=[CH:4][NH:3]1.Cl.C(=O)([O-])[O-].[Na+].[Na+]. (6) Given the product [C:23]([C@@H:5]([NH:6][S@:7]([C:9]1[CH:10]=[CH:11][C:12]([CH3:15])=[CH:13][CH:14]=1)=[O:8])[CH2:4][CH2:3][C:2]([CH3:1])([C:17]1[CH:22]=[CH:21][CH:20]=[CH:19][CH:18]=1)[CH3:16])#[N:24], predict the reactants needed to synthesize it. The reactants are: [CH3:1][C:2]([C:17]1[CH:22]=[CH:21][CH:20]=[CH:19][CH:18]=1)([CH3:16])[CH2:3][CH2:4]/[CH:5]=[N:6]/[S@:7]([C:9]1[CH:14]=[CH:13][C:12]([CH3:15])=[CH:11][CH:10]=1)=[O:8].[C-:23]#[N:24].C([Al+]CC)C.C(O)(C)C.[Cl-].[NH4+]. (7) Given the product [F:33][C:34]1[CH:35]=[CH:36][CH:37]=[C:38]2[C:42]=1[N:41]([C:43]1[N:44]=[C:59]([CH2:58][CH2:57][CH2:56][N:50]3[CH2:55][CH2:54][CH2:53][CH2:52][CH2:51]3)[O:46][N:45]=1)[N:40]=[C:39]2[CH:47]([CH3:49])[CH3:48], predict the reactants needed to synthesize it. The reactants are: ON=C(N1C2C(=CC=CC=2)C(C(C)C)=N1)N.C(OC(N1CCC(C(O)=O)CC1)=O)(C)(C)C.[F:33][C:34]1[CH:35]=[CH:36][CH:37]=[C:38]2[C:42]=1[N:41]([C:43](=[N:45][OH:46])[NH2:44])[N:40]=[C:39]2[CH:47]([CH3:49])[CH3:48].[N:50]1([CH2:56][CH2:57][CH2:58][C:59](O)=O)[CH2:55][CH2:54][CH2:53][CH2:52][CH2:51]1.